This data is from Human Reference Interactome with 51,813 positive PPI pairs across 8,248 proteins, plus equal number of experimentally-validated negative pairs. The task is: Binary Classification. Given two protein amino acid sequences, predict whether they physically interact or not. Protein 1 (ENSG00000138660) has sequence MGNCCWTQCFGLLRKEAGRLQRVGGGGGSKYFRTCSRGEHLTIEFENLVESDEGESPGSSHRPLTEEEIVDLRERHYDSIAEKQKDLDKKIQKELALQEEKLRLEEEALYAAQREAARAAKQRKLLEQERQRIVQQYHPSNNGEYQSSGPEDDFESCLRNMKSQYEVFRSSRLSSDATVLTPNTESSCDLMTKTKSTSGNDDSTSLDLEWEDEEGMNRMLPMRERSKTEEDILRAALKYSNKKTGSNPTSASDDSNGLEWENDFVSAEMDDNGNSEYSGFVNPVLELSDSGIRHSDTDQQ.... Protein 2 (ENSG00000144224) has sequence MLWFQGAIPAAIATAKRSGAVFVVFVAGDDEQSTQMAASWEDDKVTEASSNSFVAIKIDTKSEACLQFSQIYPVVCVPSSFFIGDSGIPLEVIAGSVSADELVTRIHKVRQMHLLKSETSVANGSQSESSVSTPSASFEPNNTCENSQSRNAELCEIPPTSDTKSDTATGGESAGHATSSQEPSGCSDQRPAEDLNIRVERLTKKLEERREEKRKEEEQREIKKEIERRKTGKEMLDYKRKQEEELTKRMLEERNREKAEDRAARERIKQQIALDRAERAARFAKTKEEVEAAKAAALLA.... Result: 0 (the proteins do not interact).